From a dataset of Forward reaction prediction with 1.9M reactions from USPTO patents (1976-2016). Predict the product of the given reaction. (1) The product is: [NH2:7][C:8]1([C:12]2[CH:13]=[CH:14][C:15]([C:18]3[C:19]([C:33]4[CH:34]=[CH:35][CH:36]=[CH:37][CH:38]=4)=[CH:20][C:21]4[N:26]([CH2:27][C:28](=[O:30])[CH3:29])[C:25](=[O:31])[CH2:24][O:23][C:22]=4[N:32]=3)=[CH:16][CH:17]=2)[CH2:11][CH2:10][CH2:9]1. Given the reactants C(OC(=O)[NH:7][C:8]1([C:12]2[CH:17]=[CH:16][C:15]([C:18]3[C:19]([C:33]4[CH:38]=[CH:37][CH:36]=[CH:35][CH:34]=4)=[CH:20][C:21]4[N:26]([CH2:27][C:28](=[O:30])[CH3:29])[C:25](=[O:31])[CH2:24][O:23][C:22]=4[N:32]=3)=[CH:14][CH:13]=2)[CH2:11][CH2:10][CH2:9]1)(C)(C)C.[H-].[Na+].ClCC(=O)C.[NH4+].[Cl-], predict the reaction product. (2) The product is: [Cl:27][CH2:26][CH2:25][C:4]([CH3:5])([S:6][C:7]1[CH:15]=[CH:14][C:10]([C:11]([Cl:22])=[O:12])=[CH:9][C:8]=1[N+:16]([O-:18])=[O:17])[CH3:3]. Given the reactants OC[CH2:3][C:4](C)([S:6][C:7]1[CH:15]=[CH:14][C:10]([C:11](O)=[O:12])=[CH:9][C:8]=1[N+:16]([O-:18])=[O:17])[CH3:5].S(Cl)([Cl:22])=O.Cl[CH2:25][CH2:26][Cl:27], predict the reaction product. (3) Given the reactants [NH2:1][CH:2]1[CH2:5][N:4]([CH:6]([C:13]2[CH:18]=[CH:17][CH:16]=[CH:15][CH:14]=2)[C:7]2[CH:12]=[CH:11][CH:10]=[CH:9][CH:8]=2)[CH2:3]1.[N+:19]([C:22]1[CH:29]=[CH:28][CH:27]=[CH:26][C:23]=1[CH:24]=O)([O-:21])=[O:20].[BH4-].[Na+], predict the reaction product. The product is: [C:13]1([CH:6]([C:7]2[CH:12]=[CH:11][CH:10]=[CH:9][CH:8]=2)[N:4]2[CH2:5][CH:2]([NH:1][CH2:24][C:23]3[CH:26]=[CH:27][CH:28]=[CH:29][C:22]=3[N+:19]([O-:21])=[O:20])[CH2:3]2)[CH:18]=[CH:17][CH:16]=[CH:15][CH:14]=1. (4) The product is: [CH3:1][C:2]([S:5]([NH:7][CH:18]([C:10]1[CH:9]=[N:8][C:17]2[C:12]([CH:11]=1)=[CH:13][CH:14]=[CH:15][CH:16]=2)[CH3:20])=[O:6])([CH3:4])[CH3:3]. Given the reactants [CH3:1][C:2]([S:5]([NH2:7])=[O:6])([CH3:4])[CH3:3].[N:8]1[C:17]2[C:12](=[CH:13][CH:14]=[CH:15][CH:16]=2)[CH:11]=[C:10]([CH:18]=O)[CH:9]=1.[CH3:20]C1C=CC(S([O-])(=O)=O)=CC=1.[NH+]1C=CC=CC=1.S([O-])([O-])(=O)=O.[Mg+2].C[Mg]Br, predict the reaction product. (5) Given the reactants [CH3:1][O:2][CH2:3][O:4][C:5]1[CH:10]=[CH:9][CH:8]=[CH:7][C:6]=1[C:11]1[CH:16]=[CH:15][CH:14]=[CH:13][C:12]=1[O:17][CH2:18][O:19][CH3:20].[Li]CCCC.CN([CH:29]=[O:30])C.[NH4+].[Cl-].C[CH2:34][O:35]CC, predict the reaction product. The product is: [CH3:20][O:19][CH2:18][O:17][C:12]1[C:13]([CH:34]=[O:35])=[CH:14][CH:15]=[CH:16][C:11]=1[C:6]1[CH:7]=[CH:8][CH:9]=[C:10]([CH:29]=[O:30])[C:5]=1[O:4][CH2:3][O:2][CH3:1]. (6) Given the reactants C(N(CCCC)C(C1N=C(C2C=CC(C(O)=O)=CC=2C(N2[C@H](CO)CC3C(=CC=CC=3)C2)=O)N(CCC2C=CC=CC=2)C=1)=O)CCC.[N:48]([CH2:51][C@@H:52]1[CH2:61][C:60]2[C:55](=[CH:56][CH:57]=[CH:58][CH:59]=2)[CH2:54][N:53]1[C:62]([C:64]1[CH:65]=[C:66]([CH:71]=[CH:72][C:73]=1[C:74]1[N:75]([CH3:90])[CH:76]=[C:77]([C:79](=[O:89])[N:80]([CH2:85][CH2:86][CH2:87][CH3:88])[CH2:81][CH2:82][CH2:83][CH3:84])[N:78]=1)[C:67]([O:69]C)=[O:68])=[O:63])=[N+:49]=[N-:50], predict the reaction product. The product is: [N:48]([CH2:51][C@@H:52]1[CH2:61][C:60]2[C:55](=[CH:56][CH:57]=[CH:58][CH:59]=2)[CH2:54][N:53]1[C:62]([C:64]1[CH:65]=[C:66]([CH:71]=[CH:72][C:73]=1[C:74]1[N:75]([CH3:90])[CH:76]=[C:77]([C:79](=[O:89])[N:80]([CH2:85][CH2:86][CH2:87][CH3:88])[CH2:81][CH2:82][CH2:83][CH3:84])[N:78]=1)[C:67]([OH:69])=[O:68])=[O:63])=[N+:49]=[N-:50].